Task: Binary Classification. Given a miRNA mature sequence and a target amino acid sequence, predict their likelihood of interaction.. Dataset: Experimentally validated miRNA-target interactions with 360,000+ pairs, plus equal number of negative samples (1) The protein sequence of the target gene is MQKASVLLFLAWVCFLFYAGIALFTSGFLLTRLELTNHSSCQEPPGPGSLPWGSQGKPGACWMASRFSRVVLVLIDALRFDFAQPQHSHVPREPPVSLPFLGKLSSLQRILEIQPHHARLYRSQVDPPTTTMQRLKALTTGSLPTFIDAGSNFASHAIVEDNLIKQLTSAGRRVVFMGDDTWKDLFPGAFSKAFFFPSFNVRDLDTVDNGILEHLYPTMDSGEWDVLIAHFLGVDHCGHKHGPHHPEMAKKLSQMDQVIQGLVERLENDTLLVVAGDHGMTTNGDHGGDSELEVSAALFL.... The miRNA is hsa-miR-6848-3p with sequence GUGGUCUCUUGGCCCCCAG. Result: 1 (interaction). (2) The miRNA is hsa-miR-33b-3p with sequence CAGUGCCUCGGCAGUGCAGCCC. The protein sequence of the target gene is MASCVGSRTLSKDDVNYRMHFRMINEQQVEDITIDFFYRPHTITLLSFTIISLMYFAFTRDDSVPEDNIWRGILSVIFFFLIISVLAFPNGPFTRPHPALWRMVFGLSVLYFLFLVFLLFLNFEQVKSLMYWLDPNLRYATREADIMEYAVNCHVITWERIVSHFDIFAFGHFWGWAMKALLIRSYGLCWTISITWELTELFFMHLLPNFAECWWDQVILDILLCNGGGIWLGMVVCRFLEMRTYHWASFKDIHTTTGKIKRAVLQFTPASWTYVRWFDPKSSFQRVAGIYLFMIIWQLT.... Result: 0 (no interaction).